Dataset: Reaction yield outcomes from USPTO patents with 853,638 reactions. Task: Predict the reaction yield, written as a fraction of the theoretical maximum amount of product (1.0 means a 100% yield; for example, 0.34 means a 34% yield). The reactants are C([O:4][C@H:5]1[CH2:22][CH2:21][C@@:20]2([CH3:23])[C@@H:7]([CH2:8][CH2:9][C@:10]3([CH3:51])[C@@H:19]2[CH2:18][CH2:17][C@H:16]2[C@@:11]3([CH3:50])[CH2:12][CH2:13][C@@:14]3([C:30]([N:32]4[CH2:36][CH2:35][CH2:34][C@H:33]4[C:37]4[NH:38][C:39]([C:42]5[CH:47]=[CH:46][C:45]([O:48][CH3:49])=[CH:44][CH:43]=5)=[CH:40][N:41]=4)=[O:31])[CH2:26][CH2:25][C@@H:24]([CH:27]([CH3:29])[CH3:28])[C@@H:15]32)[C:6]1([CH3:53])[CH3:52])(=O)C.C1COCC1.[OH-].[Na+]. The catalyst is CO.O. The product is [OH:4][C@H:5]1[CH2:22][CH2:21][C@@:20]2([CH3:23])[C@@H:7]([CH2:8][CH2:9][C@:10]3([CH3:51])[C@@H:19]2[CH2:18][CH2:17][C@H:16]2[C@@:11]3([CH3:50])[CH2:12][CH2:13][C@@:14]3([C:30]([N:32]4[CH2:36][CH2:35][CH2:34][C@H:33]4[C:37]4[NH:38][C:39]([C:42]5[CH:43]=[CH:44][C:45]([O:48][CH3:49])=[CH:46][CH:47]=5)=[CH:40][N:41]=4)=[O:31])[CH2:26][CH2:25][C@@H:24]([CH:27]([CH3:28])[CH3:29])[C@@H:15]32)[C:6]1([CH3:53])[CH3:52]. The yield is 0.760.